Dataset: Retrosynthesis with 50K atom-mapped reactions and 10 reaction types from USPTO. Task: Predict the reactants needed to synthesize the given product. (1) Given the product COc1ccc(F)cc1C(C)(C)CC(O)(Cc1ccccc1)C(F)(F)F, predict the reactants needed to synthesize it. The reactants are: COc1ccc(F)cc1C(C)(C)CC(=O)C(F)(F)F.[Mg+]Cc1ccccc1. (2) Given the product CCS(=O)CCNc1ncc(N)c(O)n1, predict the reactants needed to synthesize it. The reactants are: CCSCCNc1ncc(N)c(O)n1.O=C(OO)c1cccc(Cl)c1. (3) Given the product C=C[C@@H](C)C[C@H]1O[C@@H]1[C@H](C)[C@@H](O)CC, predict the reactants needed to synthesize it. The reactants are: C=C[C@@H](C)C[C@H]1O[C@@H]1[C@H](C)[C@H](CC)O[Si](C)(C)C(C)(C)C. (4) Given the product CCCN(CCC)C(=O)CNc1nc(-c2ccccc2)nc(C)c1C, predict the reactants needed to synthesize it. The reactants are: CCCN(CCC)C(=O)CN.Cc1nc(-c2ccccc2)nc(Cl)c1C.